The task is: Predict the reactants needed to synthesize the given product.. This data is from Full USPTO retrosynthesis dataset with 1.9M reactions from patents (1976-2016). (1) The reactants are: C([N:8](CC1C=CC=CC=1)[C:9]1([CH2:14][NH:15][C:16]2[C:25]3[C:20](=[CH:21][CH:22]=[C:23](C)[CH:24]=3)[N:19]=[C:18]([N:27]3[CH2:33][C:32]4[CH:34]=[CH:35][CH:36]=[CH:37][C:31]=4[S:30](=[O:39])(=[O:38])[CH2:29][CH2:28]3)[CH:17]=2)C[CH2:12][O:11][CH2:10]1)C1C=CC=CC=1.NCC1(N(CC2C=CC=CC=2)CC2C=CC=CC=2)C[O:51][CH2:50]1. Given the product [NH2:8][C:9]1([CH2:14][NH:15][C:16]2[C:25]3[C:20](=[CH:21][CH:22]=[CH:23][CH:24]=3)[N:19]=[C:18]([N:27]3[CH2:33][C:32]4[CH:34]=[CH:35][C:36]([O:51][CH3:50])=[CH:37][C:31]=4[S:30](=[O:39])(=[O:38])[CH2:29][CH2:28]3)[CH:17]=2)[CH2:10][O:11][CH2:12]1, predict the reactants needed to synthesize it. (2) Given the product [CH3:18][CH:16]1[CH2:15][NH:14][C:13]2[CH:19]=[C:9]([OH:8])[CH:10]=[CH:11][C:12]=2[O:17]1, predict the reactants needed to synthesize it. The reactants are: C([O:8][C:9]1[CH:10]=[CH:11][C:12]2[O:17][CH:16]([CH3:18])[CH2:15][NH:14][C:13]=2[CH:19]=1)C1C=CC=CC=1.C([O-])=O.[NH4+]. (3) Given the product [F:17][CH:18]([F:29])[O:19][C:12]1[CH:11]=[C:10]2[C:6]([C:7]([C:13]([OH:15])=[O:14])=[CH:8][NH:9]2)=[CH:5][CH:4]=1, predict the reactants needed to synthesize it. The reactants are: FC(F)O[C:4]1[CH:5]=[C:6]2[C:10](=[CH:11][CH:12]=1)[NH:9][CH:8]=[C:7]2[C:13]([OH:15])=[O:14].[F:17][CH:18]([F:29])[O:19]C1C=C2C(C=CN2)=CC=1. (4) Given the product [CH3:16][C:2]1([CH3:1])[CH2:7][C:6]([C:8](=[O:15])[CH2:9][CH2:10][CH:11]([CH3:14])[CH2:12][OH:13])=[CH:5][CH2:4][CH2:3]1, predict the reactants needed to synthesize it. The reactants are: [CH3:1][C:2]1([CH3:16])[CH2:7][C:6]([C:8](=[O:15])[CH2:9][CH2:10][CH:11]([CH3:14])[CH:12]=[O:13])=[CH:5][CH2:4][CH2:3]1. (5) Given the product [NH:3]1[CH2:4][CH2:5][CH2:6][CH2:7][C:8]2[CH:13]=[CH:12][CH:11]=[CH:10][C:9]1=2, predict the reactants needed to synthesize it. The reactants are: N#N.[NH:3]1[C:9]2[CH:10]=[CH:11][CH:12]=[CH:13][C:8]=2[CH2:7][CH2:6][CH2:5][C:4]1=O.[H-].[H-].[H-].[H-].[Li+].[Al+3]. (6) Given the product [CH2:17]([O:9][C:7]1[CH:6]=[C:5]([OH:10])[CH:4]=[C:3]([CH2:2][OH:1])[CH:8]=1)[CH3:18], predict the reactants needed to synthesize it. The reactants are: [OH:1][CH2:2][C:3]1[CH:4]=[C:5]([OH:10])[CH:6]=[C:7]([OH:9])[CH:8]=1.C([O-])([O-])=O.[K+].[K+].[CH2:17](I)[CH3:18]. (7) Given the product [Br:1][C:2]1[CH:3]=[N:4][C:5]([C:10]#[N:9])=[N:6][CH:7]=1, predict the reactants needed to synthesize it. The reactants are: [Br:1][C:2]1[CH:3]=[N:4][C:5](Cl)=[N:6][CH:7]=1.[N:9]12CCN(CC1)C[CH2:10]2.